This data is from Forward reaction prediction with 1.9M reactions from USPTO patents (1976-2016). The task is: Predict the product of the given reaction. (1) The product is: [CH3:1][C:2]1[CH:7]=[CH:6][CH:5]=[C:4]([CH3:8])[C:3]=1[C:9]1[CH:19]=[CH:18][C:12]2[N:13]=[C:14]([NH:17][C:2]3[CH:7]=[CH:6][CH:5]=[CH:4][CH:3]=3)[N:15]=[N:16][C:11]=2[CH:10]=1. Given the reactants [CH3:1][C:2]1[CH:7]=[CH:6][CH:5]=[C:4]([CH3:8])[C:3]=1[C:9]1[CH:19]=[CH:18][C:12]2[N:13]=[C:14]([NH2:17])[N:15]=[N:16][C:11]=2[CH:10]=1.S(=O)(=O)(O)N, predict the reaction product. (2) The product is: [C:3]([O:7][C:8]([NH:10][C@@H:11]([CH2:16][C:19]1[CH:20]=[CH:21][C:22]([C:25]2[N:26]([CH2:44][O:45][CH2:46][CH2:47][Si:48]([CH3:51])([CH3:49])[CH3:50])[CH:27]=[C:28]([C:67]3[CH:66]=[CH:65][C:70]([O:71][CH2:72][CH2:23][CH2:24][CH2:19][CH2:20][CH2:21][CH3:22])=[CH:69][CH:68]=3)[N:29]=2)=[CH:23][CH:24]=1)[C:12]([O:14][CH3:15])=[O:13])=[O:9])([CH3:6])([CH3:5])[CH3:4]. Given the reactants II.[C:3]([O:7][C:8]([NH:10][C@@H:11]([CH2:16]I)[C:12]([O:14][CH3:15])=[O:13])=[O:9])([CH3:6])([CH3:5])[CH3:4].Br[C:19]1[CH:24]=[CH:23][C:22]([C:25]2[N:26]([CH2:44][O:45][CH2:46][CH2:47][Si:48]([CH3:51])([CH3:50])[CH3:49])[C:27](C3C=CC(OCCCCCCC)=CC=3)=[CH:28][N:29]=2)=[CH:21][CH:20]=1.C1(P(C2CCCCC2)C2C=CC=CC=2[C:65]2[C:70]([O:71][CH3:72])=[CH:69][CH:68]=[CH:67][C:66]=2OC)CCCCC1, predict the reaction product. (3) Given the reactants N1C=CC=CC=1CC1[C@H](CN2C3C=CC=CC=3N=C2CC2C=CC3CCCC(N)C=3N=2)CCCN1.[CH3:36][N:37]([CH2:48][C:49]1[N:53]([CH2:54][C@H:55]2[CH2:60][CH2:59][CH2:58][NH:57][CH2:56]2)[C:52]2[CH:61]=[CH:62][CH:63]=[CH:64][C:51]=2[N:50]=1)[C@@H:38]1[C:47]2[N:46]=[CH:45][CH:44]=[CH:43][C:42]=2[CH2:41][CH2:40][CH2:39]1.[N:65]1[CH:70]=[CH:69][C:68]([CH:71]=O)=[CH:67][CH:66]=1, predict the reaction product. The product is: [CH3:36][N:37]([CH2:48][C:49]1[N:53]([CH2:54][C@H:55]2[CH2:60][CH2:59][CH2:58][N:57]([CH2:71][C:68]3[CH:69]=[CH:70][N:65]=[CH:66][CH:67]=3)[CH2:56]2)[C:52]2[CH:61]=[CH:62][CH:63]=[CH:64][C:51]=2[N:50]=1)[C@@H:38]1[C:47]2[N:46]=[CH:45][CH:44]=[CH:43][C:42]=2[CH2:41][CH2:40][CH2:39]1. (4) Given the reactants [CH3:1][CH2:2][Mg+].[Br-].[NH2:5][C:6]1[C:7]2[CH:14]=[CH:13][N:12]([C@@H:15]3[O:21][C@H:20]([CH2:22][OH:23])[C@@H:18]([OH:19])[C@@:16]3(C)[OH:17])[C:8]=2[N:9]=[CH:10][N:11]=1.O, predict the reaction product. The product is: [NH2:5][C:6]1[C:7]2[CH:14]=[CH:13][N:12]([C@@H:15]3[O:21][C@H:20]([CH2:22][OH:23])[C@@H:18]([OH:19])[C@@:16]3([CH2:2][CH3:1])[OH:17])[C:8]=2[N:9]=[CH:10][N:11]=1. (5) Given the reactants [F:1][C:2]1[C:3]([NH:28][C@H:29]2[CH2:34][CH2:33][CH2:32][C@@H:31]([OH:35])[CH2:30]2)=[N:4][C:5]([C:8]2[C:16]3[C:11](=[N:12][CH:13]=[C:14]([F:17])[CH:15]=3)[N:10]([S:18]([C:21]3[CH:27]=[CH:26][C:24]([CH3:25])=[CH:23][CH:22]=3)(=[O:20])=[O:19])[CH:9]=2)=[N:6][CH:7]=1.C(N(CC)C(C)C)(C)C.[C:45](=O)([O:54]N1C(=O)CCC1=O)[O:46][N:47]1[C:51](=[O:52])[CH2:50][CH2:49][C:48]1=[O:53].CC#N.O, predict the reaction product. The product is: [C:45](=[O:54])([O:35][C@H:31]1[CH2:32][CH2:33][CH2:34][C@@H:29]([NH:28][C:3]2[C:2]([F:1])=[CH:7][N:6]=[C:5]([C:8]3[C:16]4[C:11](=[N:12][CH:13]=[C:14]([F:17])[CH:15]=4)[N:10]([S:18]([C:21]4[CH:22]=[CH:23][C:24]([CH3:25])=[CH:26][CH:27]=4)(=[O:19])=[O:20])[CH:9]=3)[N:4]=2)[CH2:30]1)[O:46][N:47]1[C:51](=[O:52])[CH2:50][CH2:49][C:48]1=[O:53]. (6) Given the reactants [F:1][C:2]([F:16])([F:15])[CH2:3][O:4][C:5]1[CH:6]=[N:7][C:8]2[C:13]([CH:14]=1)=[CH:12][CH:11]=[CH:10][CH:9]=2, predict the reaction product. The product is: [F:16][C:2]([F:1])([F:15])[CH2:3][O:4][C:5]1[CH:6]=[N:7][C:8]2[CH2:9][CH2:10][CH2:11][CH2:12][C:13]=2[CH:14]=1. (7) Given the reactants [C:1](Cl)(=O)[C:2]([Cl:4])=[O:3].[Cl:7][CH2:8][C:9]1[N:10]=[C:11]([C:14]2[CH:22]=[CH:21]C(C(O)=O)=[CH:16][CH:15]=2)[S:12][CH:13]=1.CN(C=O)C, predict the reaction product. The product is: [Cl:7][CH2:8][C:9]1[N:10]=[C:11]([C:14]2[CH:22]=[CH:21][C:1]([C:2]([Cl:4])=[O:3])=[CH:16][CH:15]=2)[S:12][CH:13]=1. (8) Given the reactants [C:1]([NH:8][CH2:9][CH2:10][C:11]1[CH:17]=[CH:16][C:14]([NH2:15])=[CH:13][CH:12]=1)([O:3][C:4]([CH3:7])([CH3:6])[CH3:5])=[O:2].[C:18]1([C:24]([CH:26]=O)=[O:25])[CH:23]=[CH:22][CH:21]=[CH:20][CH:19]=1.[BH3-]C#N.[Na+], predict the reaction product. The product is: [C:18]1([CH:24]([OH:25])[CH2:26][NH:15][C:14]2[CH:16]=[CH:17][C:11]([CH2:10][CH2:9][NH:8][C:1]([O:3][C:4]([CH3:6])([CH3:7])[CH3:5])=[O:2])=[CH:12][CH:13]=2)[CH:23]=[CH:22][CH:21]=[CH:20][CH:19]=1. (9) The product is: [CH2:1]=[CH:2][CH3:3].[CH2:1]=[CH:2][CH2:3][CH3:4].[CH2:5]=[CH2:6]. Given the reactants [CH2:1]=[CH:2][CH2:3][CH3:4].[CH2:5]([Al](CC(C)C)CC(C)C)[CH:6](C)C.C=CC.C=C, predict the reaction product. (10) Given the reactants CCN(C(C)C)C(C)C.CS(O[CH2:15][CH2:16][O:17][C:18]1[CH:23]=[CH:22][C:21]([CH:24]2[CH2:29][CH2:28][N:27]([C:30]3[CH2:31][CH2:32][C:33]4[N:34]([C:36]([C:39]([F:42])([F:41])[F:40])=[N:37][N:38]=4)[N:35]=3)[CH2:26][CH2:25]2)=[CH:20][CH:19]=1)(=O)=O.[CH2:43]([N:45]1[CH2:50][CH2:49][NH:48][CH2:47][C:46]1=[O:51])[CH3:44], predict the reaction product. The product is: [CH2:43]([N:45]1[CH2:50][CH2:49][N:48]([CH2:15][CH2:16][O:17][C:18]2[CH:23]=[CH:22][C:21]([CH:24]3[CH2:25][CH2:26][N:27]([C:30]4[CH2:31][CH2:32][C:33]5[N:34]([C:36]([C:39]([F:41])([F:40])[F:42])=[N:37][N:38]=5)[N:35]=4)[CH2:28][CH2:29]3)=[CH:20][CH:19]=2)[CH2:47][C:46]1=[O:51])[CH3:44].